From a dataset of Full USPTO retrosynthesis dataset with 1.9M reactions from patents (1976-2016). Predict the reactants needed to synthesize the given product. (1) Given the product [CH2:48]([N:47]([CH2:52][CH2:53][CH2:54][CH3:55])[C:46]([C:3]1[C:2]([Cl:1])=[C:6]([CH3:7])[N:5]([C:8]2[CH:29]=[CH:28][C:27]([C:30](=[O:45])[NH:31][S:32]([C:35]3[CH:44]=[CH:43][C:42]4[C:37](=[CH:38][CH:39]=[CH:40][CH:41]=4)[CH:36]=3)(=[O:34])=[O:33])=[CH:26][C:9]=2[C:10]([N:12]2[CH2:21][CH2:20][C:19]3[C:14](=[CH:15][C:16]([C:101]([F:113])([F:112])[F:100])=[CH:17][CH:18]=3)[CH2:13]2)=[O:11])[N:4]=1)=[O:56])[CH2:49][CH2:50][CH3:51], predict the reactants needed to synthesize it. The reactants are: [Cl:1][C:2]1[C:3]([C:46](=[O:56])[N:47]([CH2:52][CH2:53][CH2:54][CH3:55])[CH2:48][CH2:49][CH2:50][CH3:51])=[N:4][N:5]([C:8]2[CH:29]=[CH:28][C:27]([C:30](=[O:45])[NH:31][S:32]([C:35]3[CH:44]=[CH:43][C:42]4[C:37](=[CH:38][CH:39]=[CH:40][CH:41]=4)[CH:36]=3)(=[O:34])=[O:33])=[CH:26][C:9]=2[C:10]([N:12]2[C@@H:21](C(OC)=O)[CH2:20][C:19]3[C:14](=[CH:15][CH:16]=[CH:17][CH:18]=3)[CH2:13]2)=[O:11])[C:6]=1[CH3:7].ClC1C(C(=O)N(CCCC)CCCC)=NN(C2C=CC(C(=O)NS(C3C=CC4C(=CC=CC=4)C=3)(=O)=O)=CC=2C(O)=O)C=1C.[F:100][C:101]([F:113])([F:112])C1C=C2C(CCNC2)=CC=1. (2) Given the product [CH:1]1[CH:2]=[C:3]([N:9]2[CH2:14][CH2:13][N:12]([CH2:15][CH2:16][CH2:17][CH2:18][O:19][C:20]3[CH:21]=[CH:22][C:23]4[CH2:30][CH2:29][C:27](=[O:28])[NH:26][C:24]=4[CH:25]=3)[CH2:11][CH2:10]2)[C:4]([Cl:8])=[C:5]([Cl:7])[CH:6]=1.[C:31]([OH:40])(=[O:39])[CH2:32][CH2:33][CH2:34][CH2:35][C:36]([OH:38])=[O:37], predict the reactants needed to synthesize it. The reactants are: [CH:1]1[CH:2]=[C:3]([N:9]2[CH2:14][CH2:13][N:12]([CH2:15][CH2:16][CH2:17][CH2:18][O:19][C:20]3[CH:21]=[CH:22][C:23]4[CH2:30][CH2:29][C:27](=[O:28])[NH:26][C:24]=4[CH:25]=3)[CH2:11][CH2:10]2)[C:4]([Cl:8])=[C:5]([Cl:7])[CH:6]=1.[C:31]([OH:40])(=[O:39])[CH2:32][CH2:33][CH2:34][CH2:35][C:36]([OH:38])=[O:37]. (3) Given the product [N:1]1([CH2:6][C:7]2[CH:12]=[CH:11][C:10]([CH2:13][CH2:14][NH:15][C:29]([C:26]3[CH:25]=[CH:24][C:23]([C:20]4[CH:21]=[CH:22][C:17]([F:16])=[CH:18][CH:19]=4)=[CH:28][CH:27]=3)=[O:30])=[CH:9][CH:8]=2)[CH2:5][CH2:4][CH2:3][CH2:2]1, predict the reactants needed to synthesize it. The reactants are: [N:1]1([CH2:6][C:7]2[CH:12]=[CH:11][C:10]([CH2:13][CH2:14][NH2:15])=[CH:9][CH:8]=2)[CH2:5][CH2:4][CH2:3][CH2:2]1.[F:16][C:17]1[CH:22]=[CH:21][C:20]([C:23]2[CH:28]=[CH:27][C:26]([C:29](O)=[O:30])=[CH:25][CH:24]=2)=[CH:19][CH:18]=1.